This data is from Catalyst prediction with 721,799 reactions and 888 catalyst types from USPTO. The task is: Predict which catalyst facilitates the given reaction. (1) Reactant: C[O:2][C:3]1[CH:24]=[CH:23][C:6]([O:7][C:8]2[CH:13]=[CH:12][CH:11]=[C:10]([O:14][C:15]3[CH:20]=[CH:19][C:18]([O:21]C)=[CH:17][CH:16]=3)[CH:9]=2)=[CH:5][CH:4]=1.O. Product: [C:10]1([O:14][C:15]2[CH:20]=[CH:19][C:18]([OH:21])=[CH:17][CH:16]=2)[CH:11]=[CH:12][CH:13]=[C:8]([O:7][C:6]2[CH:5]=[CH:4][C:3]([OH:2])=[CH:24][CH:23]=2)[CH:9]=1. The catalyst class is: 570. (2) Reactant: C([O:5][C:6](=[O:23])[CH2:7][C:8]1([OH:22])[CH2:13][CH:12]2[CH2:14][CH2:15][CH:9]1[CH:10]=[C:11]2[C:16]1[CH:21]=[CH:20][CH:19]=[CH:18][CH:17]=1)(C)(C)C.O[Li].O.O.CO. Product: [OH:22][C:8]1([CH2:7][C:6]([OH:23])=[O:5])[CH2:13][CH:12]2[CH2:14][CH2:15][CH:9]1[CH:10]=[C:11]2[C:16]1[CH:21]=[CH:20][CH:19]=[CH:18][CH:17]=1. The catalyst class is: 14. (3) Reactant: Cl[C:2]([CH:4]1[CH2:9][CH2:8][N:7]([C:10]([O:12][C:13]([CH3:16])([CH3:15])[CH3:14])=[O:11])[CH2:6][CH2:5]1)=[O:3].[Br:17][C:18]1[CH:19]=[CH:20][C:21]2[O:25][C:24]([C:26](=[O:28])[NH2:27])=[C:23]([NH:29]C(C3CCCN3C(OC(C)(C)C)=O)=O)[C:22]=2[CH:44]=1.N1C=CC=CC=1. Product: [Br:17][C:18]1[CH:19]=[CH:20][C:21]2[O:25][C:24]([C:26](=[O:28])[NH2:27])=[C:23]([NH:29][C:2]([CH:4]3[CH2:9][CH2:8][N:7]([C:10]([O:12][C:13]([CH3:16])([CH3:15])[CH3:14])=[O:11])[CH2:6][CH2:5]3)=[O:3])[C:22]=2[CH:44]=1. The catalyst class is: 4. (4) Reactant: [OH:1][CH2:2][CH2:3][N:4]1[CH2:8][CH2:7][CH2:6][C:5]1=[O:9].C(N(CC)CC)C.[CH3:17][S:18](Cl)(=[O:20])=[O:19]. Product: [CH3:17][S:18]([O:1][CH2:2][CH2:3][N:4]1[CH2:8][CH2:7][CH2:6][C:5]1=[O:9])(=[O:20])=[O:19]. The catalyst class is: 1. (5) Reactant: [NH2:1][CH2:2][C:3]1[CH:4]=[C:5]2[C:9](=[CH:10][CH:11]=1)[CH:8]([O:12][CH3:13])[CH:7]([CH2:14][CH2:15][CH2:16][CH2:17][N:18]([CH2:22][CH2:23][CH3:24])[CH2:19][CH2:20][CH3:21])[CH2:6]2.[NH:25]1[CH:29]=[CH:28][N:27]=[C:26]1[CH:30]=O.C(OC)(OC)OC.[BH4-].[Na+]. Product: [NH:25]1[CH:29]=[CH:28][N:27]=[C:26]1[CH2:30][NH:1][CH2:2][C:3]1[CH:4]=[C:5]2[C:9](=[CH:10][CH:11]=1)[CH:8]([O:12][CH3:13])[CH:7]([CH2:14][CH2:15][CH2:16][CH2:17][N:18]([CH2:22][CH2:23][CH3:24])[CH2:19][CH2:20][CH3:21])[CH2:6]2. The catalyst class is: 24.